This data is from Merck oncology drug combination screen with 23,052 pairs across 39 cell lines. The task is: Regression. Given two drug SMILES strings and cell line genomic features, predict the synergy score measuring deviation from expected non-interaction effect. Drug 1: O=P1(N(CCCl)CCCl)NCCCO1. Drug 2: NC(=O)c1cccc2cn(-c3ccc(C4CCCNC4)cc3)nc12. Cell line: UWB1289BRCA1. Synergy scores: synergy=6.58.